This data is from Full USPTO retrosynthesis dataset with 1.9M reactions from patents (1976-2016). The task is: Predict the reactants needed to synthesize the given product. (1) Given the product [CH:20]1([C:2]2[C:11]3[O:10][C@@H:9]([CH3:12])[CH2:8][N:7]([C:13]([O:15][C:16]([CH3:19])([CH3:18])[CH3:17])=[O:14])[CH2:6][C:5]=3[S:4][CH:3]=2)[CH2:22][CH2:21]1, predict the reactants needed to synthesize it. The reactants are: Br[C:2]1[C:11]2[O:10][C@@H:9]([CH3:12])[CH2:8][N:7]([C:13]([O:15][C:16]([CH3:19])([CH3:18])[CH3:17])=[O:14])[CH2:6][C:5]=2[S:4][CH:3]=1.[CH:20]1(B(O)O)[CH2:22][CH2:21]1.C1(P(C2CCCCC2)C2CCCCC2)CCCCC1.CC(C)([O-])C.[K+]. (2) The reactants are: [CH3:1][O:2][CH2:3][O:4][C:5]1[C:13]([CH3:14])=[CH:12][CH:11]=[C:10]2[C:6]=1[CH:7]([OH:25])[N:8]([C:16]([CH3:24])([C:18]1[CH:23]=[CH:22][CH:21]=[CH:20][CH:19]=1)[CH3:17])[C:9]2=[O:15].CN(CCN(C)C)C.[I:34]I. Given the product [CH3:1][O:2][CH2:3][O:4][C:5]1[C:13]([CH3:14])=[CH:12][C:11]([I:34])=[C:10]2[C:6]=1[CH:7]([OH:25])[N:8]([C:16]([CH3:17])([C:18]1[CH:19]=[CH:20][CH:21]=[CH:22][CH:23]=1)[CH3:24])[C:9]2=[O:15], predict the reactants needed to synthesize it.